From a dataset of Full USPTO retrosynthesis dataset with 1.9M reactions from patents (1976-2016). Predict the reactants needed to synthesize the given product. (1) Given the product [CH3:16][C:13]1[N:12]=[CH:11][C:10]([CH:7]([O:6][CH:1]([CH2:5][CH3:4])[CH2:2][CH3:3])[CH2:8][NH2:9])=[CH:15][N:14]=1, predict the reactants needed to synthesize it. The reactants are: [CH:1]1([O:6][CH:7]([C:10]2[CH:11]=[N:12][C:13]([CH3:16])=[N:14][CH:15]=2)[CH2:8][NH2:9])[CH2:5][CH2:4][CH2:3][CH2:2]1.CC1N=CC(C(OC(CC)CC)C[N+]([O-])=O)=CN=1. (2) Given the product [CH2:1]([O:3][C:4]([C:6]1([C:9]2[CH:14]=[CH:13][C:12]([C:15]3[CH:20]=[CH:19][C:18]([B:27]4[O:28][C:29]([CH3:31])([CH3:30])[C:25]([CH3:41])([CH3:24])[O:26]4)=[CH:17][C:16]=3[O:22][CH3:23])=[CH:11][CH:10]=2)[CH2:8][CH2:7]1)=[O:5])[CH3:2], predict the reactants needed to synthesize it. The reactants are: [CH2:1]([O:3][C:4]([C:6]1([C:9]2[CH:14]=[CH:13][C:12]([C:15]3[CH:20]=[CH:19][C:18](Cl)=[CH:17][C:16]=3[O:22][CH3:23])=[CH:11][CH:10]=2)[CH2:8][CH2:7]1)=[O:5])[CH3:2].[CH3:24][C:25]1([CH3:41])[C:29]([CH3:31])([CH3:30])[O:28][B:27]([B:27]2[O:28][C:29]([CH3:31])([CH3:30])[C:25]([CH3:41])([CH3:24])[O:26]2)[O:26]1.C([O-])(=O)C.[K+].C1(P(C2CCCCC2)C2CCCCC2)CCCCC1.